Dataset: Reaction yield outcomes from USPTO patents with 853,638 reactions. Task: Predict the reaction yield, written as a fraction of the theoretical maximum amount of product (1.0 means a 100% yield; for example, 0.34 means a 34% yield). (1) The reactants are Cl([O-])=O.[Na+].P([O-])(O)(O)=[O:6].[Na+].CC(=CC)C.[C:16]([O:20][C:21]([N:23]1[CH2:28][CH2:27][CH:26]([O:29][C:30]2[CH:35]=[CH:34][CH:33]=[CH:32][C:31]=2[CH:36]=[O:37])[CH:25]([F:38])[CH2:24]1)=[O:22])([CH3:19])([CH3:18])[CH3:17]. The catalyst is O.O1CCOCC1. The product is [C:16]([O:20][C:21]([N:23]1[CH2:28][CH2:27][CH:26]([O:29][C:30]2[CH:35]=[CH:34][CH:33]=[CH:32][C:31]=2[C:36]([OH:6])=[O:37])[CH:25]([F:38])[CH2:24]1)=[O:22])([CH3:19])([CH3:17])[CH3:18]. The yield is 1.00. (2) The reactants are [CH3:1][C:2]1[CH:7]=[C:6]([N+:8]([O-])=O)[C:5]([O:11][CH3:12])=[CH:4][C:3]=1[N:13]1[CH2:18][CH2:17][N:16]([CH2:19][CH2:20][S:21]([CH3:24])(=[O:23])=[O:22])[CH2:15][CH2:14]1. The catalyst is CCOC(C)=O.CO. The product is [CH3:1][C:2]1[C:3]([N:13]2[CH2:14][CH2:15][N:16]([CH2:19][CH2:20][S:21]([CH3:24])(=[O:22])=[O:23])[CH2:17][CH2:18]2)=[CH:4][C:5]([O:11][CH3:12])=[C:6]([CH:7]=1)[NH2:8]. The yield is 0.820. (3) The reactants are CO[C:3](=[O:11])[C:4]1[CH:9]=[CH:8][CH:7]=[C:6]([Br:10])[CH:5]=1.C[Si](C)(C)[C:14]([F:17])([F:16])[F:15].Cl.CCOC(C)=O. The catalyst is C1(C)C=CC=CC=1.CCCC[N+](CCCC)(CCCC)CCCC.[F-]. The product is [Br:10][C:6]1[CH:5]=[C:4]([C:3](=[O:11])[C:14]([F:17])([F:16])[F:15])[CH:9]=[CH:8][CH:7]=1. The yield is 0.650. (4) The product is [Cl:1][C:2]1[CH:7]=[C:6]([Cl:8])[CH:5]=[CH:4][C:3]=1[C:9]1[N:10]=[C:11](/[CH:18]=[CH:19]/[C:20]2[CH:21]=[CH:22][C:23]([O:26][CH3:27])=[CH:24][CH:25]=2)[N:12]([CH2:14][C:15]([NH:40][CH:29]([C:30]2[C:39]3[C:34](=[CH:35][CH:36]=[CH:37][CH:38]=3)[CH:33]=[CH:32][CH:31]=2)[CH3:28])=[O:17])[CH:13]=1. The reactants are [Cl:1][C:2]1[CH:7]=[C:6]([Cl:8])[CH:5]=[CH:4][C:3]=1[C:9]1[N:10]=[C:11](/[CH:18]=[CH:19]/[C:20]2[CH:25]=[CH:24][C:23]([O:26][CH3:27])=[CH:22][CH:21]=2)[N:12]([CH2:14][C:15]([OH:17])=O)[CH:13]=1.[CH3:28][CH:29]([NH2:40])[C:30]1[C:39]2[C:34](=[CH:35][CH:36]=[CH:37][CH:38]=2)[CH:33]=[CH:32][CH:31]=1. The yield is 0.780. No catalyst specified. (5) The reactants are [CH2:1]([CH:8]1[CH2:12][C:11]2[C:13]([O:20][CH:21]([CH3:23])[CH3:22])=[CH:14][C:15]([C:17]([OH:19])=O)=[CH:16][C:10]=2[O:9]1)[C:2]1[CH:7]=[CH:6][CH:5]=[CH:4][CH:3]=1.[CH3:24][N:25]1[CH:29]=[CH:28][C:27]([NH2:30])=[N:26]1.CCN=C=NCCCN(C)C.C1C=CC2N(O)N=NC=2C=1. The catalyst is C(Cl)Cl. The product is [CH3:24][N:25]1[CH:29]=[CH:28][C:27]([NH:30][C:17]([C:15]2[CH:14]=[C:13]([O:20][CH:21]([CH3:22])[CH3:23])[C:11]3[CH2:12][CH:8]([CH2:1][C:2]4[CH:3]=[CH:4][CH:5]=[CH:6][CH:7]=4)[O:9][C:10]=3[CH:16]=2)=[O:19])=[N:26]1. The yield is 0.160. (6) The reactants are I[C:2]1[CH:7]=[CH:6][N:5]=[CH:4][CH:3]=1.[Li]CCCC.CCCCCC.[F:19][C:20]1[CH:25]=[CH:24][C:23]([C:26]2[S:30][C:29]([C:31](=[O:34])[CH2:32][CH3:33])=[N:28][N:27]=2)=[CH:22][CH:21]=1. The catalyst is C1COCC1. The product is [F:19][C:20]1[CH:21]=[CH:22][C:23]([C:26]2[S:30][C:29]([C:31]([C:2]3[CH:7]=[CH:6][N:5]=[CH:4][CH:3]=3)([OH:34])[CH2:32][CH3:33])=[N:28][N:27]=2)=[CH:24][CH:25]=1. The yield is 0.170. (7) The reactants are OS(O)(=O)=O.[C:6]1([CH:12]([CH2:17][C:18]([OH:20])=[O:19])[CH2:13][C:14]([OH:16])=[O:15])[CH:11]=[CH:10][CH:9]=[CH:8][CH:7]=1.[N+:21]([O-])([OH:23])=[O:22]. No catalyst specified. The product is [N+:21]([C:9]1[CH:8]=[CH:7][C:6]([CH:12]([CH2:17][C:18]([OH:20])=[O:19])[CH2:13][C:14]([OH:16])=[O:15])=[CH:11][CH:10]=1)([O-:23])=[O:22]. The yield is 0.940. (8) The reactants are [Cl:1][C:2]1[CH:3]=[C:4]([C:12]2[O:16][N:15]=[C:14]([C:17]3[C:18]([CH3:27])=[C:19]4[C:24](=[CH:25][CH:26]=3)[CH2:23][NH:22][CH2:21][CH2:20]4)[N:13]=2)[CH:5]=[N:6][C:7]=1[O:8][CH:9]([CH3:11])[CH3:10].[CH3:28][C:29]1([CH3:36])[O:34][CH2:33][C:32](=O)[CH2:31][O:30]1.C(O[BH-](OC(=O)C)OC(=O)C)(=O)C.[Na+]. The catalyst is C(Cl)Cl. The product is [Cl:1][C:2]1[CH:3]=[C:4]([C:12]2[O:16][N:15]=[C:14]([C:17]3[C:18]([CH3:27])=[C:19]4[C:24](=[CH:25][CH:26]=3)[CH2:23][N:22]([CH:32]3[CH2:33][O:34][C:29]([CH3:36])([CH3:28])[O:30][CH2:31]3)[CH2:21][CH2:20]4)[N:13]=2)[CH:5]=[N:6][C:7]=1[O:8][CH:9]([CH3:10])[CH3:11]. The yield is 1.47. (9) The reactants are [NH2:1][C:2]1[CH:3]=[C:4]([CH:7]=[CH:8][CH:9]=1)[CH2:5][OH:6].[C:10](OC(=O)C)(=[O:12])[CH3:11]. The catalyst is C1COCC1.CCOC(C)=O. The product is [OH:6][CH2:5][C:4]1[CH:3]=[C:2]([NH:1][C:10](=[O:12])[CH3:11])[CH:9]=[CH:8][CH:7]=1. The yield is 0.850. (10) The reactants are [F:1][C:2]1[CH:7]=[CH:6][CH:5]=[C:4]([F:8])[C:3]=1[C:9]1[CH:10]=[C:11]2[C:15](=[CH:16][CH:17]=1)[N:14]([S:18]([C:21]1[CH:27]=[CH:26][C:24]([CH3:25])=[CH:23][CH:22]=1)(=[O:20])=[O:19])[CH:13]=[C:12]2B1OC(C)(C)C(C)(C)O1.Cl[C:38]1[CH:43]=[C:42]([O:44][CH3:45])[N:41]=[C:40]([NH:46][C@@H:47]2[CH2:52][CH2:51][CH2:50][N:49]([C:53]([O:55][C:56]([CH3:59])([CH3:58])[CH3:57])=[O:54])[CH2:48]2)[N:39]=1.C([O-])([O-])=O.[Na+].[Na+]. The catalyst is COCCOC.O.C1C=CC([P]([Pd]([P](C2C=CC=CC=2)(C2C=CC=CC=2)C2C=CC=CC=2)([P](C2C=CC=CC=2)(C2C=CC=CC=2)C2C=CC=CC=2)[P](C2C=CC=CC=2)(C2C=CC=CC=2)C2C=CC=CC=2)(C2C=CC=CC=2)C2C=CC=CC=2)=CC=1. The product is [F:8][C:4]1[CH:5]=[CH:6][CH:7]=[C:2]([F:1])[C:3]=1[C:9]1[CH:10]=[C:11]2[C:15](=[CH:16][CH:17]=1)[N:14]([S:18]([C:21]1[CH:27]=[CH:26][C:24]([CH3:25])=[CH:23][CH:22]=1)(=[O:19])=[O:20])[CH:13]=[C:12]2[C:38]1[CH:43]=[C:42]([O:44][CH3:45])[N:41]=[C:40]([NH:46][C@@H:47]2[CH2:52][CH2:51][CH2:50][N:49]([C:53]([O:55][C:56]([CH3:59])([CH3:58])[CH3:57])=[O:54])[CH2:48]2)[N:39]=1. The yield is 0.625.